This data is from Forward reaction prediction with 1.9M reactions from USPTO patents (1976-2016). The task is: Predict the product of the given reaction. (1) Given the reactants [NH2:1][C:2]1[CH:31]=[CH:30][C:5]([CH2:6][C:7]2[NH:15][C:14]3[C:13](=[O:16])[N:12]([CH2:17][C:18]4[CH:23]=[CH:22][CH:21]=[CH:20][C:19]=4[F:24])[C:11](=[O:25])[N:10]([CH2:26][CH2:27][CH2:28][CH3:29])[C:9]=3[N:8]=2)=[CH:4][CH:3]=1.[Cl:32][C:33]1[CH:34]=[C:35]([S:40](Cl)(=[O:42])=[O:41])[CH:36]=[C:37]([Cl:39])[CH:38]=1, predict the reaction product. The product is: [CH2:26]([N:10]1[C:9]2[N:8]=[C:7]([CH2:6][C:5]3[CH:4]=[CH:3][C:2]([NH:1][S:40]([C:35]4[CH:34]=[C:33]([Cl:32])[CH:38]=[C:37]([Cl:39])[CH:36]=4)(=[O:42])=[O:41])=[CH:31][CH:30]=3)[NH:15][C:14]=2[C:13](=[O:16])[N:12]([CH2:17][C:18]2[CH:23]=[CH:22][CH:21]=[CH:20][C:19]=2[F:24])[C:11]1=[O:25])[CH2:27][CH2:28][CH3:29]. (2) Given the reactants [OH-].[Li+].C([O:5][C:6]([CH:8]1[CH2:13][CH2:12][CH:11]([C:14]2[CH:15]=[C:16]3[C:21](=[C:22]([C:24]4[CH:29]=[CH:28][CH:27]=[C:26]([F:30])[CH:25]=4)[N:23]=2)[N:20]=[CH:19][CH:18]=[CH:17]3)[CH2:10][CH2:9]1)=[O:7])C, predict the reaction product. The product is: [F:30][C:26]1[CH:25]=[C:24]([C:22]2[N:23]=[C:14]([CH:11]3[CH2:10][CH2:9][CH:8]([C:6]([OH:7])=[O:5])[CH2:13][CH2:12]3)[CH:15]=[C:16]3[C:21]=2[N:20]=[CH:19][CH:18]=[CH:17]3)[CH:29]=[CH:28][CH:27]=1. (3) Given the reactants [CH3:1][N:2]1[CH:10]=[C:9]2[C:4]([CH:5]=[CH:6][C:7]3[CH2:13][CH2:12][CH:11]([CH2:14][CH2:15]NC(=O)C)[C:8]=32)=[N:3]1.[CH3:20][CH:21]([NH:29]CCC#N)CC1C=CC=CC=1.Cl.CCCCCC.C([OH:43])C, predict the reaction product. The product is: [CH3:1][N:2]1[CH:10]=[C:9]2[C:4]([CH:5]=[CH:6][C:7]3[CH2:13][CH2:12][C@H:11]([CH2:14][CH2:15][CH2:20][C:21]([NH2:29])=[O:43])[C:8]=32)=[N:3]1. (4) The product is: [F:35][C:30]1[CH:31]=[CH:32][CH:33]=[CH:34][C:29]=1[C:28]1[C:24]2[N:23]=[CH:12][N:7]([C:1]3[CH:2]=[C:3]([CH3:40])[CH:4]=[CH:5][CH:6]=3)[C:36](=[O:38])[C:25]=2[S:26][CH:27]=1. Given the reactants [C:1]1([N:7]2[C:12](=O)C3SC=C(C4C=CC=CC=4)C=3N=C2)[CH:6]=[CH:5][CH:4]=[CH:3][CH:2]=1.[NH2:23][C:24]1[C:28]([C:29]2[CH:34]=[CH:33][CH:32]=[CH:31][C:30]=2[F:35])=[CH:27][S:26][C:25]=1[C:36]([O:38]C)=O.[CH:40](OCC)(OCC)OCC.NC1C=CC=C(C)C=1, predict the reaction product. (5) The product is: [N:12]1[CH:13]=[CH:14][CH:15]=[CH:16][C:11]=1[CH2:10][CH2:9][N:8]1[C:7]2[CH:6]=[CH:5][C:4]([NH:17][C:18]([C:20]3[C:21]([C:26]4[CH:27]=[CH:28][C:29]([C:32]([F:35])([F:33])[F:34])=[CH:30][CH:31]=4)=[CH:22][CH:23]=[CH:24][CH:25]=3)=[O:19])=[CH:3][C:2]=2[N:1]=[N:36]1. Given the reactants [NH2:1][C:2]1[CH:3]=[C:4]([NH:17][C:18]([C:20]2[C:21]([C:26]3[CH:31]=[CH:30][C:29]([C:32]([F:35])([F:34])[F:33])=[CH:28][CH:27]=3)=[CH:22][CH:23]=[CH:24][CH:25]=2)=[O:19])[CH:5]=[CH:6][C:7]=1[NH:8][CH2:9][CH2:10][C:11]1[CH:16]=[CH:15][CH:14]=[CH:13][N:12]=1.[N:36](OC(C)(C)C)=O, predict the reaction product.